Predict the reaction yield, written as a fraction of the theoretical maximum amount of product (1.0 means a 100% yield; for example, 0.34 means a 34% yield). From a dataset of Reaction yield outcomes from USPTO patents with 853,638 reactions. (1) The reactants are [CH3:1][O:2][C:3]1[CH:12]=[C:11](OC)[CH:10]=[C:9]2[C:4]=1[C:5](=[O:33])[NH:6][C:7]([C:15]1[CH:20]=[CH:19][CH:18]=[C:17]([N:21]3[CH2:26][CH2:25][N:24]([CH2:27][CH2:28]S(C)(=O)=O)[CH2:23][CH2:22]3)[N:16]=1)=[N:8]2.C(N1CCN([C:43]2N=[C:47]([CH:49]=O)[CH:46]=[CH:45][CH:44]=2)CC1)(C)C.[CH3:51]C1C=CC(S(O)(=O)=O)=CC=1.OS([O-])=O.[Na+]. The catalyst is CC(N(C)C)=O.C([O-])(O)=O.[Na+]. The product is [CH:27]([N:24]1[CH2:23][CH2:22][N:21]([C:17]2[N:16]=[C:15]([C:7]3[NH:6][C:5](=[O:33])[C:4]4[C:9](=[CH:10][C:11]([C:43]5[CH:44]=[CH:45][CH:46]=[CH:47][CH:49]=5)=[CH:12][C:3]=4[O:2][CH3:1])[N:8]=3)[CH:20]=[CH:19][CH:18]=2)[CH2:26][CH2:25]1)([CH3:51])[CH3:28]. The yield is 0.190. (2) The reactants are [F:1][C:2]1[CH:7]=[CH:6][C:5]([C:8]2[O:9][C:10]3[CH:20]=[C:19]([N+:21]([O-])=O)[C:18]([C:24]4[CH:25]=[C:26]([CH:32]=[CH:33][CH:34]=4)[C:27]([O:29][CH2:30][CH3:31])=[O:28])=[CH:17][C:11]=3[C:12]=2[C:13](=[O:16])[NH:14][CH3:15])=[CH:4][CH:3]=1. The catalyst is CCO.CC(O)=O.CCOC(C)=O.[Fe]. The product is [NH2:21][C:19]1[C:18]([C:24]2[CH:25]=[C:26]([CH:32]=[CH:33][CH:34]=2)[C:27]([O:29][CH2:30][CH3:31])=[O:28])=[CH:17][C:11]2[C:12]([C:13](=[O:16])[NH:14][CH3:15])=[C:8]([C:5]3[CH:4]=[CH:3][C:2]([F:1])=[CH:7][CH:6]=3)[O:9][C:10]=2[CH:20]=1. The yield is 0.880.